From a dataset of Forward reaction prediction with 1.9M reactions from USPTO patents (1976-2016). Predict the product of the given reaction. Given the reactants [N+:1]([C:4]1[CH:5]=[C:6]([C:12]2[O:13][C:14]3[CH:20]=[CH:19][C:18](Br)=[CH:17][C:15]=3[N:16]=2)[CH:7]=[CH:8][C:9]=1[O:10][CH3:11])([O-:3])=[O:2].[Cl:22][C:23]1[CH:28]=[C:27]([Cl:29])[CH:26]=[CH:25][C:24]=1B(O)O, predict the reaction product. The product is: [N+:1]([C:4]1[CH:5]=[C:6]([C:12]2[O:13][C:14]3[CH:20]=[CH:19][C:18]([C:26]4[CH:25]=[CH:24][C:23]([Cl:22])=[CH:28][C:27]=4[Cl:29])=[CH:17][C:15]=3[N:16]=2)[CH:7]=[CH:8][C:9]=1[O:10][CH3:11])([O-:3])=[O:2].